From a dataset of Reaction yield outcomes from USPTO patents with 853,638 reactions. Predict the reaction yield, written as a fraction of the theoretical maximum amount of product (1.0 means a 100% yield; for example, 0.34 means a 34% yield). (1) The reactants are [F:1][C:2]1([F:17])[O:6][C:5]2[CH:7]=[CH:8][C:9]([C:11]3([C:14]([OH:16])=O)[CH2:13][CH2:12]3)=[CH:10][C:4]=2[O:3]1.CN(C(ON1N=NC2C=CC=NC1=2)=[N+](C)C)C.F[P-](F)(F)(F)(F)F.[NH2:42][C@H:43]1[CH2:48][CH2:47][O:46][C@@H:45]([C:49]2[CH:58]=[CH:57][CH:56]=[CH:55][C:50]=2[C:51]([O:53][CH3:54])=[O:52])[CH2:44]1.C(N(C(C)C)C(C)C)C. The catalyst is CN(C)C=O.O. The product is [F:17][C:2]1([F:1])[O:6][C:5]2[CH:7]=[CH:8][C:9]([C:11]3([C:14]([NH:42][C@H:43]4[CH2:48][CH2:47][O:46][C@@H:45]([C:49]5[CH:58]=[CH:57][CH:56]=[CH:55][C:50]=5[C:51]([O:53][CH3:54])=[O:52])[CH2:44]4)=[O:16])[CH2:12][CH2:13]3)=[CH:10][C:4]=2[O:3]1. The yield is 0.790. (2) The reactants are [F:1][C:2]1[CH:3]=[C:4]([CH:43]=[C:44]([O:46]C)[CH:45]=1)[CH2:5][C:6]1[C:14]2[C:13]([NH:15][C@H:16]([C:18]3[N:23]([C:24]4[CH:29]=[CH:28][CH:27]=[CH:26][CH:25]=4)[C:22](=[O:30])[C:21]4=[C:31]([CH3:34])[CH:32]=[CH:33][N:20]4[N:19]=3)[CH3:17])=[N:12][CH:11]=[N:10][C:9]=2[N:8](COCC[Si](C)(C)C)[CH:7]=1.B(Br)(Br)Br.N. The catalyst is ClCCl. The product is [F:1][C:2]1[CH:3]=[C:4]([CH:43]=[C:44]([OH:46])[CH:45]=1)[CH2:5][C:6]1[C:14]2[C:13]([NH:15][C@H:16]([C:18]3[N:23]([C:24]4[CH:25]=[CH:26][CH:27]=[CH:28][CH:29]=4)[C:22](=[O:30])[C:21]4=[C:31]([CH3:34])[CH:32]=[CH:33][N:20]4[N:19]=3)[CH3:17])=[N:12][CH:11]=[N:10][C:9]=2[NH:8][CH:7]=1. The yield is 0.380. (3) The reactants are [C:1]([C:4]1[CH:9]=[CH:8][C:7]([C:10]#[C:11][C:12]2[CH:13]=[CH:14][C:15]([O:21][C:22]([F:25])([F:24])[F:23])=[C:16]([CH:20]=2)[C:17](O)=[O:18])=[C:6]([CH3:26])[CH:5]=1)(=[O:3])[NH2:2].[CH3:27][O:28][C:29](=[O:43])[C:30]([NH2:42])([CH3:41])[CH2:31][C:32]1[C:40]2[C:35](=[CH:36][CH:37]=[CH:38][CH:39]=2)[NH:34][CH:33]=1.C1C=CC2N(O)N=NC=2C=1.CCN=C=NCCCN(C)C. The catalyst is CN(C=O)C.O.C(N(CC)CC)C. The product is [CH3:27][O:28][C:29](=[O:43])[C:30]([NH:42][C:17](=[O:18])[C:16]1[CH:20]=[C:12]([C:11]#[C:10][C:7]2[CH:8]=[CH:9][C:4]([C:1](=[O:3])[NH2:2])=[CH:5][C:6]=2[CH3:26])[CH:13]=[CH:14][C:15]=1[O:21][C:22]([F:23])([F:25])[F:24])([CH3:41])[CH2:31][C:32]1[C:40]2[C:35](=[CH:36][CH:37]=[CH:38][CH:39]=2)[NH:34][CH:33]=1. The yield is 0.460.